Predict the reactants needed to synthesize the given product. From a dataset of Full USPTO retrosynthesis dataset with 1.9M reactions from patents (1976-2016). Given the product [Br:1][C:2]1[CH:3]=[C:4]2[C:9](=[CH:10][CH:11]=1)[N:8]=[CH:7][C:6]([S:12]([CH3:15])(=[O:14])=[O:13])=[C:5]2[N:24]1[CH2:25][CH2:26][CH:21]([CH:19]([N:18]([CH3:17])[CH3:27])[CH3:20])[CH2:22][CH2:23]1, predict the reactants needed to synthesize it. The reactants are: [Br:1][C:2]1[CH:3]=[C:4]2[C:9](=[CH:10][CH:11]=1)[N:8]=[CH:7][C:6]([S:12]([CH3:15])(=[O:14])=[O:13])=[C:5]2Cl.[CH3:17][N:18]([CH3:27])[CH:19]([CH:21]1[CH2:26][CH2:25][NH:24][CH2:23][CH2:22]1)[CH3:20].